This data is from Cav3 T-type calcium channel HTS with 100,875 compounds. The task is: Binary Classification. Given a drug SMILES string, predict its activity (active/inactive) in a high-throughput screening assay against a specified biological target. (1) The molecule is S=C1N(c2[n+](/C1=C(/[O-])Nc1ccc(cc1)C)cccc2)c1c(OCC)cccc1. The result is 0 (inactive). (2) The compound is O1C(CCC1)C(=O)Nc1[nH]c2c(n1)cccc2. The result is 0 (inactive). (3) The compound is Brc1c(c2oc(nn2)c2ccc(Br)cc2)cccc1. The result is 0 (inactive). (4) The compound is O=C(Nc1n(c2c(n1)cccc2)CC)C1CCCCC1. The result is 0 (inactive).